This data is from NCI-60 drug combinations with 297,098 pairs across 59 cell lines. The task is: Regression. Given two drug SMILES strings and cell line genomic features, predict the synergy score measuring deviation from expected non-interaction effect. (1) Drug 1: CN(C)C1=NC(=NC(=N1)N(C)C)N(C)C. Drug 2: CC12CCC3C(C1CCC2O)C(CC4=C3C=CC(=C4)O)CCCCCCCCCS(=O)CCCC(C(F)(F)F)(F)F. Cell line: T-47D. Synergy scores: CSS=10.4, Synergy_ZIP=-3.92, Synergy_Bliss=-3.11, Synergy_Loewe=-9.15, Synergy_HSA=-6.33. (2) Drug 1: CN(CC1=CN=C2C(=N1)C(=NC(=N2)N)N)C3=CC=C(C=C3)C(=O)NC(CCC(=O)O)C(=O)O. Drug 2: CC1=C(C(=O)C2=C(C1=O)N3CC4C(C3(C2COC(=O)N)OC)N4)N. Cell line: MALME-3M. Synergy scores: CSS=24.2, Synergy_ZIP=-5.94, Synergy_Bliss=-2.74, Synergy_Loewe=1.11, Synergy_HSA=2.62. (3) Drug 1: COCCOC1=C(C=C2C(=C1)C(=NC=N2)NC3=CC=CC(=C3)C#C)OCCOC.Cl. Drug 2: N.N.Cl[Pt+2]Cl. Cell line: SF-295. Synergy scores: CSS=21.3, Synergy_ZIP=-1.44, Synergy_Bliss=-2.48, Synergy_Loewe=-13.8, Synergy_HSA=-2.82.